From a dataset of Peptide-MHC class II binding affinity with 134,281 pairs from IEDB. Regression. Given a peptide amino acid sequence and an MHC pseudo amino acid sequence, predict their binding affinity value. This is MHC class II binding data. (1) The peptide sequence is LYGALLLAEGFYTTGAVRQI. The MHC is DRB1_1501 with pseudo-sequence DRB1_1501. The binding affinity (normalized) is 0.543. (2) The peptide sequence is GNGCFKIYHKCDNAC. The MHC is DRB1_0101 with pseudo-sequence DRB1_0101. The binding affinity (normalized) is 0.158. (3) The peptide sequence is EWVAMTKGEGGVWTF. The MHC is HLA-DPA10201-DPB10101 with pseudo-sequence HLA-DPA10201-DPB10101. The binding affinity (normalized) is 0.